From a dataset of Peptide-MHC class I binding affinity with 185,985 pairs from IEDB/IMGT. Regression. Given a peptide amino acid sequence and an MHC pseudo amino acid sequence, predict their binding affinity value. This is MHC class I binding data. (1) The peptide sequence is MMMKRLMFE. The MHC is HLA-B08:01 with pseudo-sequence HLA-B08:01. The binding affinity (normalized) is 0.601. (2) The peptide sequence is GVYPMSIPAT. The MHC is HLA-A30:01 with pseudo-sequence HLA-A30:01. The binding affinity (normalized) is 0.144. (3) The peptide sequence is ALMDCIIFES. The MHC is HLA-A02:02 with pseudo-sequence HLA-A02:02. The binding affinity (normalized) is 0.930. (4) The peptide sequence is MLSSFGWIY. The MHC is HLA-B57:01 with pseudo-sequence HLA-B57:01. The binding affinity (normalized) is 0.282. (5) The peptide sequence is LDVLCLSSL. The MHC is HLA-B18:01 with pseudo-sequence HLA-B18:01. The binding affinity (normalized) is 0.0721. (6) The peptide sequence is LPFPFLYKFLL. The MHC is HLA-A02:01 with pseudo-sequence HLA-A02:01. The binding affinity (normalized) is 0.299.